The task is: Predict the reaction yield, written as a fraction of the theoretical maximum amount of product (1.0 means a 100% yield; for example, 0.34 means a 34% yield).. This data is from Reaction yield outcomes from USPTO patents with 853,638 reactions. (1) The reactants are [Cl:1][C:2]1[C:3]([NH2:13])=[C:4]([NH:8][CH:9]2[CH2:12][CH2:11][CH2:10]2)[N:5]=[N:6][CH:7]=1.[CH:14](OCC)(OCC)OCC. No catalyst specified. The product is [Cl:1][C:2]1[C:3]2[N:13]=[CH:14][N:8]([CH:9]3[CH2:12][CH2:11][CH2:10]3)[C:4]=2[N:5]=[N:6][CH:7]=1. The yield is 0.540. (2) The reactants are [Cl:1][C:2]1[CH:7]=[CH:6][C:5]([C:8](=[O:10])[CH3:9])=[C:4]([OH:11])[CH:3]=1.[F:12][CH:13]([F:17])[C:14]([CH3:16])=O.N1CCCC1. The catalyst is CO. The product is [Cl:1][C:2]1[CH:3]=[C:4]2[C:5]([C:8](=[O:10])[CH2:9][C:14]([CH:13]([F:17])[F:12])([CH3:16])[O:11]2)=[CH:6][CH:7]=1. The yield is 0.840. (3) The reactants are [Br:1][C:2]1[C:3]([O:11][CH3:12])=[C:4]([CH:7]=[C:8]([Br:10])[CH:9]=1)[CH:5]=[O:6].O1CCCC1.[BH4-].[Na+].CCO. The catalyst is O.C(OCC)(=O)C. The product is [Br:1][C:2]1[C:3]([O:11][CH3:12])=[C:4]([CH:7]=[C:8]([Br:10])[CH:9]=1)[CH2:5][OH:6]. The yield is 0.580. (4) The catalyst is C(Cl)Cl. The product is [OH:1][C@@H:2]1[C:10]2[C:5](=[CH:6][CH:7]=[CH:8][CH:9]=2)[CH2:4][C@@:3]1([CH2:20][C:21]1[CH:29]=[CH:28][C:24]([C:25]([NH:32][CH3:31])=[O:26])=[CH:23][CH:22]=1)[C:11]1[CH2:12][C:13]2[C:18]([CH:19]=1)=[CH:17][CH:16]=[CH:15][CH:14]=2. The yield is 0.780. The reactants are [OH:1][C@@H:2]1[C:10]2[C:5](=[CH:6][CH:7]=[CH:8][CH:9]=2)[CH2:4][C@@:3]1([CH2:20][C:21]1[CH:29]=[CH:28][C:24]([C:25](O)=[O:26])=[CH:23][CH:22]=1)[C:11]1[CH2:12][C:13]2[C:18]([CH:19]=1)=[CH:17][CH:16]=[CH:15][CH:14]=2.C[CH2:31][N:32](CC)CC.CN.C(P1(=O)OP(CCC)(=O)OP(CCC)(=O)O1)CC. (5) The reactants are COCN[C:5]([C:7]1[N:8]=[C:9]([C:12]2[CH:17]=[CH:16][CH:15]=[CH:14][CH:13]=2)[S:10][CH:11]=1)=[O:6].[H-].[H-].[H-].[H-].[Li+].[Al+3].C1(C2SC=C(C(C3C=C(OC)C(OC)=C(OC)C=3)=O)N=2)C=CC=CC=1. The catalyst is C1COCC1. The product is [C:12]1([C:9]2[S:10][CH:11]=[C:7]([CH:5]=[O:6])[N:8]=2)[CH:13]=[CH:14][CH:15]=[CH:16][CH:17]=1. The yield is 0.458.